This data is from Peptide-MHC class I binding affinity with 185,985 pairs from IEDB/IMGT. The task is: Regression. Given a peptide amino acid sequence and an MHC pseudo amino acid sequence, predict their binding affinity value. This is MHC class I binding data. The peptide sequence is KDTWPDANKV. The MHC is Patr-B2401 with pseudo-sequence Patr-B2401. The binding affinity (normalized) is 0.413.